This data is from Catalyst prediction with 721,799 reactions and 888 catalyst types from USPTO. The task is: Predict which catalyst facilitates the given reaction. (1) Reactant: [CH2:1]([C:3]([CH2:8][CH3:9])([CH2:6][NH2:7])[CH2:4][NH2:5])[CH3:2].OO.[O-]Cl.[Na+]. Product: [CH2:1]([C:3]1([CH2:8][CH3:9])[CH2:6][N:7]=[N:5][CH2:4]1)[CH3:2]. The catalyst class is: 72. (2) Reactant: [CH3:1][O:2][C:3]([CH:5]1[CH2:9][CH:8]([N:10]=[N+]=[N-])[CH2:7][N:6]1[C:13]([O:15][C:16]([CH3:19])([CH3:18])[CH3:17])=[O:14])=[O:4].C1COCC1.C1C=CC(P(C2C=CC=CC=2)C2C=CC=CC=2)=CC=1. Product: [CH3:1][O:2][C:3]([CH:5]1[CH2:9][CH:8]([NH2:10])[CH2:7][N:6]1[C:13]([O:15][C:16]([CH3:19])([CH3:18])[CH3:17])=[O:14])=[O:4]. The catalyst class is: 6. (3) Reactant: [CH2:1]([N:8]1[CH2:13][CH2:12][N:11]([C:14]([O:16][C:17]([CH3:20])([CH3:19])[CH3:18])=[O:15])[C@H:10]([CH2:21][C:22]2[CH:27]=[CH:26][CH:25]=[CH:24][C:23]=2Br)[CH2:9]1)[C:2]1[CH:7]=[CH:6][CH:5]=[CH:4][CH:3]=1.[CH3:29][N:30]1[C:34]([Sn](CCCC)(CCCC)CCCC)=[CH:33][CH:32]=[N:31]1. Product: [CH2:1]([N:8]1[CH2:13][CH2:12][N:11]([C:14]([O:16][C:17]([CH3:20])([CH3:19])[CH3:18])=[O:15])[C@H:10]([CH2:21][C:22]2[CH:27]=[CH:26][CH:25]=[CH:24][C:23]=2[C:34]2[N:30]([CH3:29])[N:31]=[CH:32][CH:33]=2)[CH2:9]1)[C:2]1[CH:7]=[CH:6][CH:5]=[CH:4][CH:3]=1. The catalyst class is: 206.